This data is from Forward reaction prediction with 1.9M reactions from USPTO patents (1976-2016). The task is: Predict the product of the given reaction. (1) Given the reactants Cl[C:2]1[CH:7]=[C:6]([Cl:8])[CH:5]=[C:4]([CH3:9])[N+:3]=1[O-].[NH2:11][C@H:12]1[C@H:16]([OH:17])[CH2:15][N:14]([C:18](=[O:31])[CH2:19][C:20]2[CH:25]=[CH:24][C:23]([O:26][C:27]([F:30])([F:29])[F:28])=[CH:22][CH:21]=2)[CH2:13]1, predict the reaction product. The product is: [Cl:8][C:6]1[CH:5]=[C:4]([CH3:9])[N:3]=[C:2]([NH:11][C@H:12]2[C@H:16]([OH:17])[CH2:15][N:14]([C:18](=[O:31])[CH2:19][C:20]3[CH:21]=[CH:22][C:23]([O:26][C:27]([F:28])([F:29])[F:30])=[CH:24][CH:25]=3)[CH2:13]2)[CH:7]=1. (2) Given the reactants [C:1]1([C:7](=[N:14]C2C=CC(C3CCCC(CC(OCC)=O)C3)=CC=2)[C:8]2[CH:13]=[CH:12][CH:11]=[CH:10][CH:9]=2)[CH:6]=[CH:5][CH:4]=[CH:3][CH:2]=1.Br[C:34]1[CH:39]=[CH:38][C:37]([C@@H:40]2[CH2:44][CH2:43][C:42](=[CH:45][C:46]([O:48][CH2:49][CH3:50])=[O:47])[CH2:41]2)=[CH:36][CH:35]=1, predict the reaction product. The product is: [C:1]1([C:7](=[N:14][C:34]2[CH:39]=[CH:38][C:37]([C@@H:40]3[CH2:44][CH2:43][C:42](=[CH:45][C:46]([O:48][CH2:49][CH3:50])=[O:47])[CH2:41]3)=[CH:36][CH:35]=2)[C:8]2[CH:9]=[CH:10][CH:11]=[CH:12][CH:13]=2)[CH:6]=[CH:5][CH:4]=[CH:3][CH:2]=1.